Dataset: NCI-60 drug combinations with 297,098 pairs across 59 cell lines. Task: Regression. Given two drug SMILES strings and cell line genomic features, predict the synergy score measuring deviation from expected non-interaction effect. (1) Drug 1: C1CCN(CC1)CCOC2=CC=C(C=C2)C(=O)C3=C(SC4=C3C=CC(=C4)O)C5=CC=C(C=C5)O. Drug 2: CC1=C2C(C(=O)C3(C(CC4C(C3C(C(C2(C)C)(CC1OC(=O)C(C(C5=CC=CC=C5)NC(=O)OC(C)(C)C)O)O)OC(=O)C6=CC=CC=C6)(CO4)OC(=O)C)O)C)O. Cell line: OVCAR-5. Synergy scores: CSS=26.7, Synergy_ZIP=0.739, Synergy_Bliss=5.52, Synergy_Loewe=-41.7, Synergy_HSA=2.42. (2) Drug 1: CC1=C(C(CCC1)(C)C)C=CC(=CC=CC(=CC(=O)O)C)C. Drug 2: C1=NC2=C(N=C(N=C2N1C3C(C(C(O3)CO)O)F)Cl)N. Cell line: CCRF-CEM. Synergy scores: CSS=36.2, Synergy_ZIP=-0.639, Synergy_Bliss=-0.796, Synergy_Loewe=-33.8, Synergy_HSA=-4.44. (3) Drug 1: C1CCN(CC1)CCOC2=CC=C(C=C2)C(=O)C3=C(SC4=C3C=CC(=C4)O)C5=CC=C(C=C5)O. Drug 2: C(CC(=O)O)C(=O)CN.Cl. Cell line: HS 578T. Synergy scores: CSS=-7.51, Synergy_ZIP=5.95, Synergy_Bliss=10.4, Synergy_Loewe=-2.92, Synergy_HSA=-1.50. (4) Drug 1: COC1=NC(=NC2=C1N=CN2C3C(C(C(O3)CO)O)O)N. Drug 2: COCCOC1=C(C=C2C(=C1)C(=NC=N2)NC3=CC=CC(=C3)C#C)OCCOC.Cl. Cell line: HCC-2998. Synergy scores: CSS=12.5, Synergy_ZIP=0.371, Synergy_Bliss=1.68, Synergy_Loewe=7.30, Synergy_HSA=3.92. (5) Drug 1: CC=C1C(=O)NC(C(=O)OC2CC(=O)NC(C(=O)NC(CSSCCC=C2)C(=O)N1)C(C)C)C(C)C. Drug 2: C(=O)(N)NO. Cell line: NCI-H322M. Synergy scores: CSS=3.93, Synergy_ZIP=0.0566, Synergy_Bliss=-0.497, Synergy_Loewe=-37.8, Synergy_HSA=-1.30. (6) Drug 1: CN1C(=O)N2C=NC(=C2N=N1)C(=O)N. Drug 2: CCC1=C2N=C(C=C(N2N=C1)NCC3=C[N+](=CC=C3)[O-])N4CCCCC4CCO. Cell line: NCIH23. Synergy scores: CSS=57.2, Synergy_ZIP=-1.62, Synergy_Bliss=-2.81, Synergy_Loewe=-7.20, Synergy_HSA=-1.33.